Dataset: Peptide-MHC class I binding affinity with 185,985 pairs from IEDB/IMGT. Task: Regression. Given a peptide amino acid sequence and an MHC pseudo amino acid sequence, predict their binding affinity value. This is MHC class I binding data. The peptide sequence is FTENGPWMY. The MHC is HLA-B48:01 with pseudo-sequence HLA-B48:01. The binding affinity (normalized) is 0.0847.